Dataset: Reaction yield outcomes from USPTO patents with 853,638 reactions. Task: Predict the reaction yield, written as a fraction of the theoretical maximum amount of product (1.0 means a 100% yield; for example, 0.34 means a 34% yield). (1) The reactants are [CH2:1]([O:8][C@H:9]1[C@H:14]([O:15][CH2:16][C:17]2[CH:22]=[CH:21][CH:20]=[CH:19][CH:18]=2)[C@H:13]([O:23][CH2:24][C:25]2[CH:30]=[CH:29][CH:28]=[CH:27][CH:26]=2)[C@H:12]([CH3:31])[O:11][C@H:10]1C(C)CC(O)=O)[C:2]1[CH:7]=[CH:6][CH:5]=[CH:4][CH:3]=1. The catalyst is C1COCC1. The product is [CH2:1]([O:8][C@H:9]1[C@H:14]([O:15][CH2:16][C:17]2[CH:22]=[CH:21][CH:20]=[CH:19][CH:18]=2)[C@H:13]([O:23][CH2:24][C:25]2[CH:30]=[CH:29][CH:28]=[CH:27][CH:26]=2)[C@H:12]([CH3:31])[O:11][C@H:10]1[CH2:4][CH2:3][CH2:2][CH2:1][OH:8])[C:2]1[CH:3]=[CH:4][CH:5]=[CH:6][CH:7]=1. The yield is 0.340. (2) The reactants are C(N(CC)CC)C.Cl[C:9]([O:11][CH2:12][CH2:13][CH2:14][CH2:15][CH3:16])=[O:10].[C:17]([O:21][C:22]([NH:24][C@H:25]1[CH2:31][CH2:30][C@@H:29]([OH:32])[CH2:28][NH:27][C:26]1=[O:33])=[O:23])([CH3:20])([CH3:19])[CH3:18]. The catalyst is C(Cl)Cl. The yield is 0.600. The product is [C:17]([O:21][C:22]([NH:24][C@H:25]1[CH2:31][CH2:30][C@@H:29]([O:32][C:9]([O:11][CH2:12][CH2:13][CH2:14][CH2:15][CH3:16])=[O:10])[CH2:28][NH:27][C:26]1=[O:33])=[O:23])([CH3:20])([CH3:18])[CH3:19]. (3) The reactants are [OH-].[K+].[CH3:3][O:4][C:5]1[CH:6]=[C:7]([CH2:13][O:14][C:15]2[CH:16]=[C:17]([NH2:20])[NH:18][N:19]=2)[CH:8]=[C:9]([O:11][CH3:12])[CH:10]=1.C(=O)(OC(C)(C)C)[O:22][C:23]([O:25][C:26]([CH3:29])([CH3:28])[CH3:27])=O. The catalyst is O.ClCCl. The product is [NH2:20][C:17]1[N:18]([C:23]([O:25][C:26]([CH3:29])([CH3:28])[CH3:27])=[O:22])[N:19]=[C:15]([O:14][CH2:13][C:7]2[CH:6]=[C:5]([O:4][CH3:3])[CH:10]=[C:9]([O:11][CH3:12])[CH:8]=2)[CH:16]=1. The yield is 0.990.